This data is from Reaction yield outcomes from USPTO patents with 853,638 reactions. The task is: Predict the reaction yield, written as a fraction of the theoretical maximum amount of product (1.0 means a 100% yield; for example, 0.34 means a 34% yield). The reactants are C(O[C:4](=[O:11])[CH2:5][C:6](=O)[CH2:7][CH2:8][CH3:9])C.[C:12]1([NH:18][C:19]([NH:21][C:22]([NH2:24])=[NH:23])=[NH:20])[CH:17]=[CH:16][CH:15]=[CH:14][CH:13]=1. The catalyst is C(O)C. The product is [O:11]=[C:4]1[NH:24][C:22]([NH:21][C:19]([NH:18][C:12]2[CH:17]=[CH:16][CH:15]=[CH:14][CH:13]=2)=[NH:20])=[N:23][C:6]([CH2:7][CH2:8][CH3:9])=[CH:5]1. The yield is 0.720.